The task is: Predict the product of the given reaction.. This data is from Forward reaction prediction with 1.9M reactions from USPTO patents (1976-2016). Given the reactants [CH2:1]1[N:13]=[C:12]([C:14]2[CH:19]=[CH:18][CH:17]=[CH:16][CH:15]=2)[C:6]2[CH:7]=[C:8](Cl)[CH:9]=[CH:10][C:5]=2N[C:2]1=O.BrC1[CH:26]=[CH:25][C:24]([C:27]2([O:30][Si:31]([C:34]([CH3:37])([CH3:36])[CH3:35])([CH3:33])[CH3:32])[CH2:29][CH2:28]2)=[C:23]([F:38])C=1.C(=N)(C1C=CC=CC=1)C1C=CC=CC=1.C([O-])([O-])=O.[Cs+].[Cs+], predict the reaction product. The product is: [Si:31]([O:30][C:27]1([C:24]2[CH:25]=[CH:26][C:1]([N:13]=[C:12]([C:14]3[CH:19]=[CH:18][CH:17]=[CH:16][CH:15]=3)[C:6]3[CH:7]=[CH:8][CH:9]=[CH:10][CH:5]=3)=[CH:2][C:23]=2[F:38])[CH2:28][CH2:29]1)([C:34]([CH3:37])([CH3:36])[CH3:35])([CH3:33])[CH3:32].